Task: Regression. Given two drug SMILES strings and cell line genomic features, predict the synergy score measuring deviation from expected non-interaction effect.. Dataset: NCI-60 drug combinations with 297,098 pairs across 59 cell lines (1) Drug 1: CC1=C2C(C(=O)C3(C(CC4C(C3C(C(C2(C)C)(CC1OC(=O)C(C(C5=CC=CC=C5)NC(=O)C6=CC=CC=C6)O)O)OC(=O)C7=CC=CC=C7)(CO4)OC(=O)C)O)C)OC(=O)C. Drug 2: CC(C)NC(=O)C1=CC=C(C=C1)CNNC.Cl. Cell line: SK-MEL-28. Synergy scores: CSS=23.0, Synergy_ZIP=-2.03, Synergy_Bliss=0.728, Synergy_Loewe=-18.0, Synergy_HSA=1.02. (2) Drug 1: CC1=C2C(C(=O)C3(C(CC4C(C3C(C(C2(C)C)(CC1OC(=O)C(C(C5=CC=CC=C5)NC(=O)C6=CC=CC=C6)O)O)OC(=O)C7=CC=CC=C7)(CO4)OC(=O)C)O)C)OC(=O)C. Drug 2: CN1C=C(C=N1)C2=C3N=C(C(=C(N3N=C2)N)Br)C4CCCNC4. Cell line: T-47D. Synergy scores: CSS=31.0, Synergy_ZIP=9.11, Synergy_Bliss=7.84, Synergy_Loewe=-22.0, Synergy_HSA=3.38.